From a dataset of Forward reaction prediction with 1.9M reactions from USPTO patents (1976-2016). Predict the product of the given reaction. (1) Given the reactants [CH3:1][C:2](C)([O-:4])C.[K+].[C:7]([Si:11]([CH3:39])([CH3:38])[O:12][CH2:13][CH2:14][C:15]1([C@@H:20]2[C@:28]3([CH3:29])[C@H:23]([C@@H:24]([O:30][Si:31]([C:34]([CH3:37])([CH3:36])[CH3:35])([CH3:33])[CH3:32])[CH2:25][CH2:26][CH2:27]3)[CH2:22][CH2:21]2)[CH2:17]C1C=O)([CH3:10])([CH3:9])[CH3:8].[O:40]1[CH2:44][CH2:43][CH2:42][CH2:41]1, predict the reaction product. The product is: [CH2:2]([O:4][C:44](=[O:40])[CH:43]=[CH:42][CH:41]1[CH2:17][C:15]1([CH2:14][CH2:13][O:12][Si:11]([C:7]([CH3:8])([CH3:9])[CH3:10])([CH3:38])[CH3:39])[C@@H:20]1[C@:28]2([CH3:29])[C@H:23]([C@@H:24]([O:30][Si:31]([C:34]([CH3:36])([CH3:37])[CH3:35])([CH3:33])[CH3:32])[CH2:25][CH2:26][CH2:27]2)[CH2:22][CH2:21]1)[CH3:1]. (2) Given the reactants [C:1]1([OH:13])[CH:12]=[C:6]([CH2:7][CH2:8][CH2:9][CH2:10][CH3:11])[CH:5]=[C:3]([OH:4])[CH:2]=1.O=[C:15]1[CH2:20][CH2:19][CH2:18][CH2:17][CH:16]1[C:21](OCC)=[O:22].P(Cl)(Cl)(Cl)=O.O, predict the reaction product. The product is: [OH:13][C:1]1[CH:12]=[C:6]([CH2:7][CH2:8][CH2:9][CH2:10][CH3:11])[CH:5]=[C:3]2[C:2]=1[C:15]1[CH2:20][CH2:19][CH2:18][CH2:17][C:16]=1[C:21](=[O:22])[O:4]2. (3) Given the reactants [NH2:1][C:2]1[NH:7][C:6](=[O:8])[N:5]([CH2:9][CH2:10][SH:11])[C:4](=[O:12])[CH:3]=1.N[C:14]1[CH:15]=[C:16]2[C:20](=[CH:21][CH:22]=1)[CH2:19][CH2:18][CH2:17]2.Cl.NC1C=C2C(=CC=1)CCC2, predict the reaction product. The product is: [CH2:19]1[C:20]2[C:16](=[CH:15][C:14]([NH:1][C:2]3[NH:7][C:6](=[O:8])[N:5]([CH2:9][CH2:10][SH:11])[C:4](=[O:12])[CH:3]=3)=[CH:22][CH:21]=2)[CH2:17][CH2:18]1. (4) Given the reactants [CH3:1][N:2]([CH3:31])[C:3](=[O:30])[CH2:4][N:5]1[C:14]2[C:9](=[N:10][CH:11]=[C:12]([CH2:15][C:16]3[CH:21]=[CH:20][C:19]([F:22])=[CH:18][CH:17]=3)[CH:13]=2)[C:8]([OH:23])=[C:7]([C:24](OCC)=[O:25])[C:6]1=[O:29].[NH2:32][CH2:33][CH2:34][N:35]1[CH2:40][CH2:39][O:38][CH2:37][CH2:36]1, predict the reaction product. The product is: [CH3:31][N:2]([CH3:1])[C:3](=[O:30])[CH2:4][N:5]1[C:14]2[C:9](=[N:10][CH:11]=[C:12]([CH2:15][C:16]3[CH:21]=[CH:20][C:19]([F:22])=[CH:18][CH:17]=3)[CH:13]=2)[C:8]([OH:23])=[C:7]([C:24]([NH:32][CH2:33][CH2:34][N:35]2[CH2:40][CH2:39][O:38][CH2:37][CH2:36]2)=[O:25])[C:6]1=[O:29]. (5) Given the reactants [O:1]=[C:2]1[C:10]2([C:14]3=[CH:15][C:16]4[O:20][CH2:19][O:18][C:17]=4[CH:21]=[C:13]3[O:12][CH2:11]2)[C:9]2[C:4](=[CH:5][CH:6]=[CH:7][CH:8]=2)[N:3]1[CH2:22][CH2:23][CH:24]1[CH2:29][CH2:28][N:27](C(OC(C)(C)C)=O)[CH2:26][CH2:25]1.[ClH:37].CCOCC, predict the reaction product. The product is: [ClH:37].[NH:27]1[CH2:28][CH2:29][CH:24]([CH2:23][CH2:22][N:3]2[C:4]3[C:9](=[CH:8][CH:7]=[CH:6][CH:5]=3)[C:10]3([C:14]4=[CH:15][C:16]5[O:20][CH2:19][O:18][C:17]=5[CH:21]=[C:13]4[O:12][CH2:11]3)[C:2]2=[O:1])[CH2:25][CH2:26]1.